From a dataset of Reaction yield outcomes from USPTO patents with 853,638 reactions. Predict the reaction yield, written as a fraction of the theoretical maximum amount of product (1.0 means a 100% yield; for example, 0.34 means a 34% yield). (1) The reactants are [C:1]([NH:8][CH2:9][C:10]([OH:12])=[O:11])([O:3][C:4]([CH3:7])([CH3:6])[CH3:5])=[O:2].ClCCl.[CH3:16][C:17]([CH3:21])=[CH:18][CH2:19]O.C1(N=C=NC2CCCCC2)CCCCC1. The catalyst is CN(C)C1C=CN=CC=1. The product is [C:4]([O:3][C:1]([NH:8][CH2:9][C:10]([O:12][CH2:19][CH:18]=[C:17]([CH3:21])[CH3:16])=[O:11])=[O:2])([CH3:6])([CH3:7])[CH3:5]. The yield is 0.810. (2) The yield is 0.591. The catalyst is CO. The reactants are [F:1][C:2]([F:27])([F:26])[O:3][C:4]1[CH:9]=[CH:8][C:7]([C:10]2[CH:18]=[C:17]3[C:13]([C:14]([C:20](=[O:25])[C:21]([O:23]C)=[O:22])=[CH:15][N:16]3[CH3:19])=[CH:12][CH:11]=2)=[CH:6][CH:5]=1.[OH-].[Na+].O.Cl. The product is [CH3:19][N:16]1[C:17]2[C:13](=[CH:12][CH:11]=[C:10]([C:7]3[CH:6]=[CH:5][C:4]([O:3][C:2]([F:1])([F:26])[F:27])=[CH:9][CH:8]=3)[CH:18]=2)[C:14]([C:20](=[O:25])[C:21]([OH:23])=[O:22])=[CH:15]1.